Dataset: Reaction yield outcomes from USPTO patents with 853,638 reactions. Task: Predict the reaction yield, written as a fraction of the theoretical maximum amount of product (1.0 means a 100% yield; for example, 0.34 means a 34% yield). (1) The reactants are [NH2:1][C:2]1[N:3]=[C:4](N)[C:5]2[N:11]=[C:10]([Cl:12])[CH:9]=[CH:8][C:6]=2[N:7]=1.[OH-:14].[Na+]. The catalyst is Cl. The product is [NH2:1][C:2]1[NH:3][C:4](=[O:14])[C:5]2[N:11]=[C:10]([Cl:12])[CH:9]=[CH:8][C:6]=2[N:7]=1. The yield is 0.950. (2) The reactants are C1(S([N:10]2[C:14]3=[N:15][CH:16]=[CH:17][CH:18]=[C:13]3[C:12]([C:19]3[CH:20]=[C:21]([CH:33]=[CH:34][CH:35]=3)[CH2:22][NH:23][C:24]3[N:32]=[CH:31][CH:30]=[CH:29][C:25]=3[C:26]([O-:28])=[O:27])=[CH:11]2)(=O)=O)C=CC=CC=1.C1COCC1.CO.[Li+].[OH-]. The product is [NH:10]1[C:14]2=[N:15][CH:16]=[CH:17][CH:18]=[C:13]2[C:12]([C:19]2[CH:20]=[C:21]([CH:33]=[CH:34][CH:35]=2)[CH2:22][NH:23][C:24]2[N:32]=[CH:31][CH:30]=[CH:29][C:25]=2[C:26]([OH:28])=[O:27])=[CH:11]1. The yield is 0.520. The catalyst is O. (3) The reactants are [O:1]([CH:8]([C:10]1[CH:19]=[CH:18][C:13]([C:14]([O:16]C)=[O:15])=[CH:12][CH:11]=1)C)[C:2]1[CH:7]=[CH:6][CH:5]=[CH:4][CH:3]=1.O.[OH-].[Li+].O1CCC[CH2:24]1.Cl. The catalyst is O.CO. The product is [CH3:24][C:19]1[CH:18]=[C:13]([CH:12]=[CH:11][C:10]=1[CH2:8][O:1][C:2]1[CH:3]=[CH:4][CH:5]=[CH:6][CH:7]=1)[C:14]([OH:16])=[O:15]. The yield is 0.720. (4) The reactants are [N+:1]([C:4]1[CH:5]=[C:6]([OH:10])[CH:7]=[CH:8][CH:9]=1)([O-:3])=[O:2].[C:11]1(=O)[O:16][C:14](=[O:15])[C:13]2=[CH:17][CH:18]=[CH:19][CH:20]=[C:12]12. The catalyst is [Cl-].[Zn+2].[Cl-]. The product is [OH:10][C:6]1[CH:7]=[CH:8][C:9]([C:11]2([C:9]3[CH:8]=[CH:7][C:6]([OH:10])=[CH:5][C:4]=3[N+:1]([O-:3])=[O:2])[C:12]3[C:13](=[CH:17][CH:18]=[CH:19][CH:20]=3)[C:14](=[O:15])[O:16]2)=[C:4]([N+:1]([O-:3])=[O:2])[CH:5]=1. The yield is 0.810.